Dataset: Reaction yield outcomes from USPTO patents with 853,638 reactions. Task: Predict the reaction yield, written as a fraction of the theoretical maximum amount of product (1.0 means a 100% yield; for example, 0.34 means a 34% yield). (1) The reactants are [OH:1][C:2]1[CH:11]=[C:10]2[C:5]([C:6]([O:12][C:13]3[CH:14]=[C:15]4[C:19](=[CH:20][CH:21]=3)[NH:18][CH:17]=[C:16]4[CH3:22])=[N:7][CH:8]=[N:9]2)=[CH:4][C:3]=1[O:23][CH3:24].C(=O)([O-])[O-].[K+].[K+].CC1C=CC(S(O[CH2:42][CH:43]2[CH2:48][CH2:47][N:46]([C:49]([O:51][C:52]([CH3:55])([CH3:54])[CH3:53])=[O:50])[CH2:45][CH2:44]2)(=O)=O)=CC=1. The catalyst is CN(C=O)C. The product is [CH3:24][O:23][C:3]1[CH:4]=[C:5]2[C:10](=[CH:11][C:2]=1[O:1][CH2:42][CH:43]1[CH2:48][CH2:47][N:46]([C:49]([O:51][C:52]([CH3:53])([CH3:55])[CH3:54])=[O:50])[CH2:45][CH2:44]1)[N:9]=[CH:8][N:7]=[C:6]2[O:12][C:13]1[CH:14]=[C:15]2[C:19](=[CH:20][CH:21]=1)[NH:18][CH:17]=[C:16]2[CH3:22]. The yield is 0.630. (2) The reactants are [O:1]([C:8]1[CH:28]=[CH:27][C:11]([O:12][C:13]2[CH:18]=[CH:17][N:16]=[CH:15][C:14]=2[C:19]2[CH:20]=[C:21]([CH2:25][NH2:26])[CH:22]=[CH:23][CH:24]=2)=[CH:10][CH:9]=1)[C:2]1[CH:7]=[CH:6][CH:5]=[CH:4][CH:3]=1.C(N(CC)CC)C.[O:36]1C[CH2:39][CH2:38][CH2:37]1. No catalyst specified. The product is [O:1]([C:8]1[CH:9]=[CH:10][C:11]([O:12][C:13]2[CH:18]=[CH:17][N:16]=[CH:15][C:14]=2[C:19]2[CH:20]=[C:21]([CH:22]=[CH:23][CH:24]=2)[CH2:25][NH:26][C:37](=[O:36])[CH:38]=[CH2:39])=[CH:27][CH:28]=1)[C:2]1[CH:7]=[CH:6][CH:5]=[CH:4][CH:3]=1. The yield is 0.0600. (3) The reactants are [CH3:1][O:2][C:3]1[CH:27]=[CH:26][C:6]([CH2:7][N:8]2[CH2:13][CH2:12][CH:11]([NH:14][C:15]([C:17]3[CH:25]=[CH:24][C:20](C(O)=O)=[CH:19][N:18]=3)=[O:16])[CH2:10][CH2:9]2)=[CH:5][CH:4]=1.Cl.[F:29][C:30]1[CH:43]=[CH:42][C:33]([C:34](N2CCCCC2)=[O:35])=[CH:32][CH:31]=1.C(N(CC)CC)C.[CH3:51][N:52]([CH3:55])[CH:53]=[O:54].CN(C(ON1N=N[C:66]2[CH:67]=CC=N[C:65]1=2)=[N+](C)C)C.F[P-](F)(F)(F)(F)F. The catalyst is CCOC(C)=O.C(Cl)Cl.O. The product is [F:29][C:30]1[CH:31]=[CH:32][C:33]([C:34]([CH:66]2[CH2:67][CH2:55][N:52]([C:53]([C:20]3[CH:24]=[CH:25][C:17]([C:15]([NH:14][CH:11]4[CH2:12][CH2:13][N:8]([CH2:7][C:6]5[CH:5]=[CH:4][C:3]([O:2][CH3:1])=[CH:27][CH:26]=5)[CH2:9][CH2:10]4)=[O:16])=[N:18][CH:19]=3)=[O:54])[CH2:51][CH2:65]2)=[O:35])=[CH:42][CH:43]=1. The yield is 0.680. (4) The reactants are [F:1][C:2]1[CH:3]=[CH:4][C:5]([CH2:8]O)=[N:6][CH:7]=1.S(Cl)([Cl:12])=O. The catalyst is C(Cl)Cl. The product is [ClH:12].[Cl:12][CH2:8][C:5]1[CH:4]=[CH:3][C:2]([F:1])=[CH:7][N:6]=1. The yield is 0.780. (5) The reactants are [CH2:1]([NH:3][CH3:4])[CH3:2].CS(O[CH2:10][CH2:11][CH2:12][N:13]([C:15]([O:17][CH:18]([CH2:37][CH2:38][CH2:39][CH2:40][CH2:41][CH2:42][CH2:43][CH2:44]/[CH:45]=[CH:46]\[CH2:47]/[CH:48]=[CH:49]\[CH2:50][CH2:51][CH2:52][CH2:53][CH3:54])[CH2:19][CH2:20][CH2:21][CH2:22][CH2:23][CH2:24][CH2:25][CH2:26]/[CH:27]=[CH:28]\[CH2:29]/[CH:30]=[CH:31]\[CH2:32][CH2:33][CH2:34][CH2:35][CH3:36])=[O:16])[CH3:14])(=O)=O. The catalyst is CCO.C(Cl)Cl. The product is [CH2:1]([N:3]([CH3:4])[CH2:10][CH2:11][CH2:12][N:13]([CH3:14])[C:15](=[O:16])[O:17][CH:18]([CH2:37][CH2:38][CH2:39][CH2:40][CH2:41][CH2:42][CH2:43][CH2:44]/[CH:45]=[CH:46]\[CH2:47]/[CH:48]=[CH:49]\[CH2:50][CH2:51][CH2:52][CH2:53][CH3:54])[CH2:19][CH2:20][CH2:21][CH2:22][CH2:23][CH2:24][CH2:25][CH2:26]/[CH:27]=[CH:28]\[CH2:29]/[CH:30]=[CH:31]\[CH2:32][CH2:33][CH2:34][CH2:35][CH3:36])[CH3:2]. The yield is 0.640. (6) The reactants are [OH:1][C:2]1[C:3]([C:19]([C:22]2[CH:27]=[CH:26][CH:25]=[CH:24][CH:23]=2)(C)C)=[N:4][C:5]2[C:10]([C:11]=1[C:12]([OH:14])=[O:13])=[CH:9][CH:8]=[C:7]1[CH2:15]CC[CH2:18][C:6]=21.[CH3:28][C:29]1C(C)=C2C(C(=O)C(=O)N2)=CC=1.OCC(=O)C(C1C=CC=CC=1)CC. No catalyst specified. The product is [OH:1][C:2]1[C:3]([CH:19]([C:22]2[CH:27]=[CH:26][CH:25]=[CH:24][CH:23]=2)[CH2:28][CH3:29])=[N:4][C:5]2[C:10]([C:11]=1[C:12]([OH:14])=[O:13])=[CH:9][CH:8]=[C:7]([CH3:15])[C:6]=2[CH3:18]. The yield is 0.157.